Dataset: Reaction yield outcomes from USPTO patents with 853,638 reactions. Task: Predict the reaction yield, written as a fraction of the theoretical maximum amount of product (1.0 means a 100% yield; for example, 0.34 means a 34% yield). (1) The reactants are [Cl:1][C:2]1[CH:7]=[C:6]([C:8]2[CH:9]=[N:10][CH:11]=[CH:12][CH:13]=2)[CH:5]=[CH:4][C:3]=1[C:14]1[C:26](=[O:27])[N:25]([CH2:28][CH3:29])[C:17]2[N:18]=[C:19](S(C)=O)[N:20]=[CH:21][C:16]=2[CH:15]=1.[NH2:30][C:31]1[CH:36]=[CH:35][CH:34]=[CH:33][CH:32]=1. The product is [NH:30]([C:19]1[N:20]=[CH:21][C:16]2[CH:15]=[C:14]([C:3]3[CH:4]=[CH:5][C:6]([C:8]4[CH:9]=[N:10][CH:11]=[CH:12][CH:13]=4)=[CH:7][C:2]=3[Cl:1])[C:26](=[O:27])[N:25]([CH2:28][CH3:29])[C:17]=2[N:18]=1)[C:31]1[CH:36]=[CH:35][CH:34]=[CH:33][CH:32]=1. The yield is 0.0200. No catalyst specified. (2) The yield is 0.440. The product is [CH:33]1([CH2:2][NH:1][C:6](=[O:7])[C:8]2[CH:9]=[CH:10][C:11]([C:14]3[O:15][C:16]([C:19]4[C:20]([C:25]5[CH:26]=[CH:27][CH:28]=[CH:29][CH:30]=5)=[N:21][O:22][C:23]=4[CH3:24])=[N:17][N:18]=3)=[CH:12][CH:13]=2)[CH2:35][CH2:34]1. The reactants are [N:1]1([C:6]([C:8]2[CH:13]=[CH:12][C:11]([C:14]3[O:15][C:16]([C:19]4[C:20]([C:25]5[CH:30]=[CH:29][CH:28]=[CH:27][CH:26]=5)=[N:21][O:22][C:23]=4[CH3:24])=[N:17][N:18]=3)=[CH:10][CH:9]=2)=[O:7])C=CN=[CH:2]1.NC[CH:33]1[CH2:35][CH2:34]1. No catalyst specified. (3) The reactants are C[N:2](C)/[CH:3]=[C:4](/[N:7]1[CH:11]=[C:10]([C:12]2[N:13]=[CH:14][S:15][CH:16]=2)[N:9]=[CH:8]1)\[C:5]#[N:6].O.[NH2:19]N.Cl. The catalyst is C(O)C.O. The product is [S:15]1[CH:16]=[C:12]([C:10]2[N:9]=[CH:8][N:7]([C:4]3[CH:3]=[N:2][NH:6][C:5]=3[NH2:19])[CH:11]=2)[N:13]=[CH:14]1. The yield is 0.580. (4) The reactants are [Br:1][C:2]1[C:3]([OH:16])=[C:4]2[C:9](=[CH:10][CH:11]=1)[N:8](C(=O)C)[C@@H:7]([CH3:15])[CH2:6][CH2:5]2.[CH2:17]([N:20]1[C:24]2[CH:25]=[CH:26][CH:27]=[CH:28][C:23]=2[N:22]=[C:21]1Br)[CH:18]=[CH2:19].C(=O)([O-])[O-].[K+].[K+]. The catalyst is CN(C)C(=O)C. The product is [CH2:17]([N:20]1[C:24]2[CH:25]=[CH:26][CH:27]=[CH:28][C:23]=2[N:22]=[C:21]1[O:16][C:3]1[C:2]([Br:1])=[CH:11][CH:10]=[C:9]2[C:4]=1[CH2:5][CH2:6][C@H:7]([CH3:15])[NH:8]2)[CH:18]=[CH2:19]. The yield is 0.410. (5) The reactants are [C:1]([C:5]1[O:9][N:8]=[C:7]([NH:10][C:11]([NH:13][C:14]2[CH:19]=[CH:18][CH:17]=[C:16]([O:20][C:21]3[C:30]4[C:25](=[CH:26][C:27]([O:33][CH2:34][CH2:35][CH2:36]Cl)=[C:28]([O:31][CH3:32])[CH:29]=4)[N:24]=[CH:23][N:22]=3)[CH:15]=2)=[O:12])[CH:6]=1)([CH3:4])([CH3:3])[CH3:2].[NH:38]1[CH2:43][CH2:42][S:41](=[O:45])(=[O:44])[CH2:40][CH2:39]1.C(N(C(C)C)CC)(C)C. The product is [C:1]([C:5]1[O:9][N:8]=[C:7]([NH:10][C:11]([NH:13][C:14]2[CH:19]=[CH:18][CH:17]=[C:16]([O:20][C:21]3[C:30]4[C:25](=[CH:26][C:27]([O:33][CH2:34][CH2:35][CH2:36][N:38]5[CH2:43][CH2:42][S:41](=[O:45])(=[O:44])[CH2:40][CH2:39]5)=[C:28]([O:31][CH3:32])[CH:29]=4)[N:24]=[CH:23][N:22]=3)[CH:15]=2)=[O:12])[CH:6]=1)([CH3:4])([CH3:3])[CH3:2]. The catalyst is CN(C=O)C.[I-].C([N+](CCCC)(CCCC)CCCC)CCC. The yield is 0.310. (6) The reactants are [Br:1][C:2]1[CH:3]=[CH:4][C:5]2[C:14]([N:15]=1)=[C:13]1[C:8]([CH:9]=[CH:10][C:11](=O)[N:12]1C)=[CH:7][CH:6]=2.P(Br)(Br)([Br:20])=O.P(Cl)(Cl)(Cl)(Cl)Cl. No catalyst specified. The product is [Br:20][C:11]1[CH:10]=[CH:9][C:8]2[C:13](=[C:14]3[C:5](=[CH:6][CH:7]=2)[CH:4]=[CH:3][C:2]([Br:1])=[N:15]3)[N:12]=1. The yield is 0.810. (7) The reactants are [CH2:1]([O:8][C@H:9]1[CH2:13][NH:12][C@H:11]([C:14]([OH:16])=[O:15])[CH2:10]1)[C:2]1[CH:7]=[CH:6][CH:5]=[CH:4][CH:3]=1.C(O)(C(F)(F)F)=O.C(=O)([O-])[O-].[K+].[K+].[C:30](Cl)(=[O:46])[O:31][CH2:32][CH:33]1[C:45]2[CH:44]=[CH:43][CH:42]=[CH:41][C:40]=2[C:39]2[C:34]1=[CH:35][CH:36]=[CH:37][CH:38]=2. The catalyst is O1CCOCC1.O. The product is [CH:44]1[C:45]2[CH:33]([CH2:32][O:31][C:30]([N:12]3[CH2:13][C@H:9]([O:8][CH2:1][C:2]4[CH:7]=[CH:6][CH:5]=[CH:4][CH:3]=4)[CH2:10][C@H:11]3[C:14]([OH:16])=[O:15])=[O:46])[C:34]3[C:39](=[CH:38][CH:37]=[CH:36][CH:35]=3)[C:40]=2[CH:41]=[CH:42][CH:43]=1. The yield is 0.623.